The task is: Predict which catalyst facilitates the given reaction.. This data is from Catalyst prediction with 721,799 reactions and 888 catalyst types from USPTO. (1) Reactant: [O:1]1[CH2:6][CH2:5][CH:4]([C:7]([C:9]2[S:13][C:12]([NH2:14])=[N:11][C:10]=2[C:15]2[CH:19]=[CH:18][O:17][CH:16]=2)=[O:8])[CH2:3][CH2:2]1.Cl.[N:21]1[CH:26]=[CH:25][CH:24]=[C:23]([CH2:27][C:28](O)=[O:29])[CH:22]=1.CCN=C=NCCCN(C)C.Cl.O.ON1C2C=CC=CC=2N=N1.C(N(CC)CC)C.C(=O)([O-])O.[Na+]. Product: [O:17]1[CH:18]=[CH:19][C:15]([C:10]2[N:11]=[C:12]([NH:14][C:28](=[O:29])[CH2:27][C:23]3[CH:22]=[N:21][CH:26]=[CH:25][CH:24]=3)[S:13][C:9]=2[C:7]([CH:4]2[CH2:5][CH2:6][O:1][CH2:2][CH2:3]2)=[O:8])=[CH:16]1. The catalyst class is: 3. (2) Reactant: [CH3:1][O:2][C:3](=[O:15])[CH2:4][CH2:5][CH2:6][CH2:7][CH2:8][C:9]1[CH:14]=[CH:13][CH:12]=[CH:11][CH:10]=1.CCCCCC.C([N-]C(C)C)(C)C.[Li+].O1CCCC1.[CH2:35](Br)[C:36]1[CH:41]=[CH:40][CH:39]=[CH:38][CH:37]=1. Product: [CH3:1][O:2][C:3](=[O:15])[CH:4]([CH2:35][C:36]1[CH:41]=[CH:40][CH:39]=[CH:38][CH:37]=1)[CH2:5][CH2:6][CH2:7][CH2:8][C:9]1[CH:10]=[CH:11][CH:12]=[CH:13][CH:14]=1. The catalyst class is: 7. (3) Reactant: Br[C:2]1[CH:15]=[CH:14][CH:13]=[CH:12][C:3]=1[CH2:4][NH:5][C:6](=[O:11])[C:7]([F:10])([F:9])[F:8].[NH2:16][C:17]1[CH:22]=[CH:21][CH:20]=[CH:19][CH:18]=1.C1C=CC(P(C2C=CC=CC=2)C2C=CC=CC=2)=CC=1.C([O-])([O-])=O.[K+].[K+]. Product: [NH2:16][C:17]1[CH:22]=[CH:21][C:20]([C:2]2[CH:15]=[CH:14][CH:13]=[CH:12][C:3]=2[CH2:4][NH:5][C:6](=[O:11])[C:7]([F:10])([F:9])[F:8])=[CH:19][CH:18]=1. The catalyst class is: 416. (4) Reactant: C(OC([NH:8][C@@H:9]([CH2:38][C:39]1[S:40][CH:41]=[CH:42][CH:43]=1)[C:10]([NH:12][CH2:13][CH2:14][CH2:15][C:16]#[C:17][C:18]1[CH:19]=[C:20]([CH:35]=[CH:36][CH:37]=1)[O:21][CH:22]1[CH2:27][CH2:26][N:25](C(OC(C)(C)C)=O)[CH2:24][CH2:23]1)=[O:11])=O)(C)(C)C.[C:44]([OH:50])([C:46]([F:49])([F:48])[F:47])=[O:45]. Product: [NH2:8][C@@H:9]([CH2:38][C:39]1[S:40][CH:41]=[CH:42][CH:43]=1)[C:10]([NH:12][CH2:13][CH2:14][CH2:15][C:16]#[C:17][C:18]1[CH:37]=[CH:36][CH:35]=[C:20]([O:21][CH:22]2[CH2:27][CH2:26][NH:25][CH2:24][CH2:23]2)[CH:19]=1)=[O:11].[C:44]([OH:50])([C:46]([F:49])([F:48])[F:47])=[O:45]. The catalyst class is: 4. (5) Reactant: CCN(C(C)C)C(C)C.[CH3:10][CH:11]([O:13][C:14]1[CH:15]=[C:16]([CH:20]=[C:21]([O:23][C:24]2[CH:36]=[CH:35][C:27]3[C:28](=[O:34])[N:29]([CH3:33])[CH2:30][CH2:31][O:32][C:26]=3[CH:25]=2)[CH:22]=1)[C:17](O)=[O:18])[CH3:12].[NH2:37][C:38]1[CH:42]=[CH:41][N:40]([C:43]([O:45][C:46]([CH3:49])([CH3:48])[CH3:47])=[O:44])[N:39]=1.CN(C(ON1N=NC2C=CC=NC1=2)=[N+](C)C)C.F[P-](F)(F)(F)(F)F. Product: [CH3:12][CH:11]([O:13][C:14]1[CH:15]=[C:16]([C:17]([NH:37][C:38]2[CH:42]=[CH:41][N:40]([C:43]([O:45][C:46]([CH3:49])([CH3:48])[CH3:47])=[O:44])[N:39]=2)=[O:18])[CH:20]=[C:21]([O:23][C:24]2[CH:36]=[CH:35][C:27]3[C:28](=[O:34])[N:29]([CH3:33])[CH2:30][CH2:31][O:32][C:26]=3[CH:25]=2)[CH:22]=1)[CH3:10]. The catalyst class is: 3.